Dataset: Full USPTO retrosynthesis dataset with 1.9M reactions from patents (1976-2016). Task: Predict the reactants needed to synthesize the given product. (1) Given the product [CH2:1]([O:8][C:9]1[CH:10]=[CH:11][C:12]([C@H:15]2[CH2:20][CH2:19][C@H:18]([NH:29][C:39](=[O:41])[CH2:38][CH2:37][C:31]3[CH:36]=[CH:35][CH:34]=[CH:33][CH:32]=3)[CH2:17][CH2:16]2)=[N:13][CH:14]=1)[C:2]1[CH:7]=[CH:6][CH:5]=[CH:4][CH:3]=1, predict the reactants needed to synthesize it. The reactants are: [CH2:1]([O:8][C:9]1[CH:10]=[CH:11][C:12]([CH:15]2[CH2:20][CH2:19][C:18](=O)[CH2:17][CH2:16]2)=[N:13][CH:14]=1)[C:2]1[CH:7]=[CH:6][CH:5]=[CH:4][CH:3]=1.C([O-])(=O)C.[NH4+].[BH3-]C#[N:29].[Na+].[C:31]1([CH2:37][CH2:38][C:39]([OH:41])=O)[CH:36]=[CH:35][CH:34]=[CH:33][CH:32]=1.CCN=C=NCCCN(C)C.C1C=CC2N(O)N=NC=2C=1.C([O-])(O)=O.[Na+]. (2) Given the product [CH3:19][C:20]1[CH:25]=[C:24]([CH3:26])[CH:23]=[CH:22][C:21]=1[N:27]1[CH2:28][CH2:29][N:30]([CH2:14][CH2:13][CH2:12][C:11]2[N:7]([C:1]3[CH:6]=[CH:5][CH:4]=[CH:3][CH:2]=3)[N:8]=[C:9]([CH2:16][CH2:17][CH3:18])[CH:10]=2)[CH2:31][CH2:32]1, predict the reactants needed to synthesize it. The reactants are: [C:1]1([N:7]2[C:11]([CH2:12][CH2:13][CH:14]=O)=[CH:10][C:9]([CH2:16][CH2:17][CH3:18])=[N:8]2)[CH:6]=[CH:5][CH:4]=[CH:3][CH:2]=1.[CH3:19][C:20]1[CH:25]=[C:24]([CH3:26])[CH:23]=[CH:22][C:21]=1[N:27]1[CH2:32][CH2:31][NH:30][CH2:29][CH2:28]1.CCN(C(C)C)C(C)C.[BH-](OC(C)=O)(OC(C)=O)OC(C)=O.[Na+]. (3) Given the product [N+:14]([C:13]1[S:1][C:2]2=[N:9][CH:8]=[CH:7][CH:6]=[C:3]2[C:4]=1[NH2:5])([O-:16])=[O:15], predict the reactants needed to synthesize it. The reactants are: [SH:1][C:2]1[N:9]=[CH:8][CH:7]=[CH:6][C:3]=1[C:4]#[N:5].[OH-].[Na+].Br[CH2:13][N+:14]([O-:16])=[O:15]. (4) Given the product [Br:10][C:5]1[C:4]([NH2:9])=[C:3]([O:2][CH3:1])[CH:8]=[CH:7][N:6]=1, predict the reactants needed to synthesize it. The reactants are: [CH3:1][O:2][C:3]1[CH:8]=[CH:7][N:6]=[CH:5][C:4]=1[NH2:9].[Br:10]Br.[NH4+].[OH-].